From a dataset of Reaction yield outcomes from USPTO patents with 853,638 reactions. Predict the reaction yield, written as a fraction of the theoretical maximum amount of product (1.0 means a 100% yield; for example, 0.34 means a 34% yield). (1) The reactants are [F:1][C:2]1[CH:10]=[CH:9][C:5]([C:6]([OH:8])=[O:7])=[C:4]([O:11][CH3:12])[CH:3]=1.S(Cl)(Cl)=O.[CH3:17]O. No catalyst specified. The product is [F:1][C:2]1[CH:10]=[CH:9][C:5]([C:6]([O:8][CH3:17])=[O:7])=[C:4]([O:11][CH3:12])[CH:3]=1. The yield is 0.700. (2) The reactants are [Cl:1][C:2]1[CH:7]=[CH:6][C:5]([C:8]2[S:17][C:11]3[C:12](=[O:16])[NH:13][CH:14]=[CH:15][C:10]=3[CH:9]=2)=[CH:4][CH:3]=1.Br[C:19]1[CH:24]=[CH:23][C:22]([NH:25][C:26](=[O:33])[CH2:27][N:28]2[CH2:32][CH2:31][CH2:30][CH2:29]2)=[C:21]([O:34][CH3:35])[CH:20]=1.C([O-])([O-])=O.[Cs+].[Cs+].CNCCNC.Cl.CCOCC. The catalyst is C(Cl)Cl.[Cu]I.O1CCOCC1. The product is [ClH:1].[Cl:1][C:2]1[CH:3]=[CH:4][C:5]([C:8]2[S:17][C:11]3[C:12](=[O:16])[N:13]([C:19]4[CH:24]=[CH:23][C:22]([NH:25][C:26](=[O:33])[CH2:27][N:28]5[CH2:32][CH2:31][CH2:30][CH2:29]5)=[C:21]([O:34][CH3:35])[CH:20]=4)[CH:14]=[CH:15][C:10]=3[CH:9]=2)=[CH:6][CH:7]=1. The yield is 0.530.